From a dataset of Reaction yield outcomes from USPTO patents with 853,638 reactions. Predict the reaction yield, written as a fraction of the theoretical maximum amount of product (1.0 means a 100% yield; for example, 0.34 means a 34% yield). (1) The reactants are [CH3:1][C:2]1[O:6][N:5]=[C:4]([CH3:7])[C:3]=1[C:8]1[CH:20]=[N:19][C:18]2[C:17]3[CH:16]=[CH:15][C:14](C(O)(C)C)=[CH:13][C:12]=3[N:11]([CH:25]([CH:32]3[CH2:37][CH2:36][O:35][CH2:34][CH2:33]3)[C:26]3[CH:31]=[CH:30][CH:29]=[CH:28][CH:27]=3)[C:10]=2[CH:9]=1.C[C:39]1[C:43]([C:44]2C=NC3C4C=[CH:42][C:43]([CH2:44]C(OCC)=O)=[CH:39]C=4NC=3C=2)=[C:42](C)ON=1.C1([C@@H](C2CCOCC2)[OH:71])C=CC=CC=1. No catalyst specified. The product is [CH3:1][C:2]1[O:6][N:5]=[C:4]([CH3:7])[C:3]=1[C:8]1[CH:20]=[N:19][C:18]2[C:17]3[CH:16]=[CH:15][C:14]([CH2:42][C:43]([CH3:44])([OH:71])[CH3:39])=[CH:13][C:12]=3[N:11]([C@@H:25]([CH:32]3[CH2:33][CH2:34][O:35][CH2:36][CH2:37]3)[C:26]3[CH:31]=[CH:30][CH:29]=[CH:28][CH:27]=3)[C:10]=2[CH:9]=1. The yield is 0.470. (2) The reactants are [CH2:1]([CH:3]1[C:8](=[O:9])[NH:7][C:6]2[CH:10]=[CH:11][CH:12]=[C:13]([C:14]3[C:15]4[CH:24]=[CH:23][N:22]([S:25]([C:28]5[CH:33]=[CH:32][C:31]([CH3:34])=[CH:30][CH:29]=5)(=[O:27])=[O:26])[C:16]=4[C:17](=[O:21])[N:18]([CH3:20])[CH:19]=3)[C:5]=2[O:4]1)[CH3:2].[H-].[Na+].[CH3:37]I. The catalyst is CN(C)C=O. The product is [CH2:1]([CH:3]1[C:8](=[O:9])[N:7]([CH3:37])[C:6]2[CH:10]=[CH:11][CH:12]=[C:13]([C:14]3[C:15]4[CH:24]=[CH:23][N:22]([S:25]([C:28]5[CH:29]=[CH:30][C:31]([CH3:34])=[CH:32][CH:33]=5)(=[O:26])=[O:27])[C:16]=4[C:17](=[O:21])[N:18]([CH3:20])[CH:19]=3)[C:5]=2[O:4]1)[CH3:2]. The yield is 1.00. (3) The reactants are C(OC([N:6]1[C:10]2[S:11][C:12]([C:14]([O:16][C:17]([CH3:20])([CH3:19])[CH3:18])=[O:15])=[CH:13][C:9]=2[C:8]([NH:21][C:22](=[O:30])[C:23]2[CH:28]=[CH:27][CH:26]=[CH:25][C:24]=2[NH2:29])=[N:7]1)=O)C. The catalyst is CO. The product is [C:17]([O:16][C:14]([C:12]1[S:11][C:10]2[NH:6][N:7]=[C:8]([NH:21][C:22](=[O:30])[C:23]3[CH:28]=[CH:27][CH:26]=[CH:25][C:24]=3[NH2:29])[C:9]=2[CH:13]=1)=[O:15])([CH3:20])([CH3:18])[CH3:19]. The yield is 0.910. (4) The reactants are [F:1][C:2]1[CH:7]=[C:6]([F:8])[CH:5]=[CH:4][C:3]=1[C:9]1([CH2:12][N:13]2[CH:17]=[N:16][CH:15]=[N:14]2)[CH2:11][O:10]1.[N-:18]=[N+:19]=[N-:20].[Na+].[Cl-].[NH4+]. The catalyst is CO. The product is [N:18]([CH2:11][C:9]([C:3]1[CH:4]=[CH:5][C:6]([F:8])=[CH:7][C:2]=1[F:1])([OH:10])[CH2:12][N:13]1[CH:17]=[N:16][CH:15]=[N:14]1)=[N+:19]=[N-:20]. The yield is 0.847. (5) The reactants are [O-][O-].[Mg+2].[C:4]1([C:10]2[C:19]3[C:14](=[CH:15][CH:16]=[CH:17][CH:18]=3)[CH:13]([CH3:20])[CH2:12][N:11]=2)[CH:9]=[CH:8][CH:7]=[CH:6][CH:5]=1. The catalyst is C1C=CC=CC=1. The product is [C:4]1([C:10]2[C:19]3[C:14](=[CH:15][CH:16]=[CH:17][CH:18]=3)[C:13]([CH3:20])=[CH:12][N:11]=2)[CH:5]=[CH:6][CH:7]=[CH:8][CH:9]=1. The yield is 0.420. (6) The reactants are [CH:1]([O:4][C:5]([NH:7][C@H:8]([C:12]1[CH:17]=[CH:16][CH:15]=[CH:14][CH:13]=1)[C:9]([OH:11])=O)=[O:6])([CH3:3])[CH3:2].Cl.[CH3:19][O:20][C:21](=[O:27])[C@@H:22]1[CH2:26][CH2:25][CH2:24][NH:23]1.CN1CCOCC1.F[B-](F)(F)F.N1(OC(N(C)C)=[N+](C)C)C2C=CC=CC=2N=N1. The catalyst is CN(C)C=O.O. The product is [CH3:19][O:20][C:21]([C@@H:22]1[CH2:26][CH2:25][CH2:24][N:23]1[C:9](=[O:11])[C@H:8]([NH:7][C:5]([O:4][CH:1]([CH3:2])[CH3:3])=[O:6])[C:12]1[CH:17]=[CH:16][CH:15]=[CH:14][CH:13]=1)=[O:27]. The yield is 0.910. (7) The reactants are [Br:1][C:2]1[CH:10]=[CH:9][CH:8]=[C:7]([F:11])[C:3]=1[C:4]([OH:6])=[O:5].[C:12](=O)([O-])[O-].[Na+].[Na+]. The catalyst is CO.S(=O)(=O)(O)O. The product is [Br:1][C:2]1[CH:10]=[CH:9][CH:8]=[C:7]([F:11])[C:3]=1[C:4]([O:6][CH3:12])=[O:5]. The yield is 0.850. (8) The reactants are [Cl:1][C:2]1[N:3]=[CH:4][CH:5]=[C:6]2[C:10]([CH3:11])=[C:9]([CH3:12])[NH:8][C:7]=12.Br[CH2:14][CH:15]1[CH2:17][CH2:16]1. No catalyst specified. The product is [Cl:1][C:2]1[N:3]=[CH:4][CH:5]=[C:6]2[C:10]([CH3:11])=[C:9]([CH3:12])[N:8]([CH2:14][CH:15]3[CH2:17][CH2:16]3)[C:7]=12. The yield is 0.920. (9) The reactants are [F:1][C:2]([F:39])([F:38])[C:3]([F:37])([C:33]([F:36])([F:35])[F:34])[CH2:4][C:5]([F:32])([F:31])[CH2:6][C:7]([F:30])([F:29])[CH2:8][CH:9]([C:25]([F:28])([F:27])[F:26])[CH2:10][CH:11]([C:21]([F:24])([F:23])[F:22])[CH2:12][CH:13]([C:17]([F:20])([F:19])[F:18])[CH2:14][CH2:15]I.C(O)C.[S-:43][C:44]#[N:45].[K+]. The catalyst is C(O)(=O)C. The product is [F:1][C:2]([F:39])([F:38])[C:3]([F:37])([C:33]([F:36])([F:35])[F:34])[CH2:4][C:5]([F:32])([F:31])[CH2:6][C:7]([F:30])([F:29])[CH2:8][CH:9]([C:25]([F:28])([F:27])[F:26])[CH2:10][CH:11]([C:21]([F:24])([F:23])[F:22])[CH2:12][CH:13]([C:17]([F:20])([F:19])[F:18])[CH2:14][CH2:15][S:43][C:44]#[N:45]. The yield is 0.946.